From a dataset of Forward reaction prediction with 1.9M reactions from USPTO patents (1976-2016). Predict the product of the given reaction. (1) The product is: [Cl:1][C:2]1[CH:7]=[CH:6][CH:5]=[C:4]([S:8][CH2:10][CH2:11][CH2:12][Cl:13])[CH:3]=1. Given the reactants [Cl:1][C:2]1[CH:3]=[C:4]([SH:8])[CH:5]=[CH:6][CH:7]=1.Br[CH2:10][CH2:11][CH2:12][Cl:13], predict the reaction product. (2) Given the reactants [Cl-].[Cl-].[Cl-].[Al+3].[CH3:5][CH:6]([CH3:10])[C:7](Cl)=[O:8].[C:11]([O:14][CH2:15][CH2:16][O:17][C:18]1[CH:23]=[CH:22][CH:21]=[CH:20][CH:19]=1)(=[O:13])[CH3:12].Cl, predict the reaction product. The product is: [C:11]([O:14][CH2:15][CH2:16][O:17][C:18]1[CH:23]=[CH:22][C:21]([C:7](=[O:8])[CH:6]([CH3:10])[CH3:5])=[CH:20][CH:19]=1)(=[O:13])[CH3:12]. (3) Given the reactants [Br:1][C:2]1[CH:3]=[C:4]([S:8][CH:9]2[C:14](=O)[CH2:13][CH2:12][N:11]([C:16]([O:18][C:19]([CH3:22])([CH3:21])[CH3:20])=[O:17])[CH2:10]2)[CH:5]=[CH:6][CH:7]=1.[OH-].[Na+].CC(OC(OC(OC(C)(C)C)=O)=O)(C)C, predict the reaction product. The product is: [Br:1][C:2]1[CH:7]=[CH:6][C:5]2[C:14]3[CH2:13][CH2:12][N:11]([C:16]([O:18][C:19]([CH3:22])([CH3:21])[CH3:20])=[O:17])[CH2:10][C:9]=3[S:8][C:4]=2[CH:3]=1. (4) Given the reactants [S:1]([O:8]S(C(F)(F)F)(=O)=O)([C:4]([F:7])([F:6])[F:5])(=[O:3])=[O:2].[C:16]([C:20]1[CH:25]=[CH:24][C:23](O)=[C:22]([N+:27]([O-:29])=[O:28])[CH:21]=1)([CH3:19])([CH3:18])[CH3:17].N1C=CC=CC=1.C([O-])(O)=O.[Na+], predict the reaction product. The product is: [C:16]([C:20]1[CH:25]=[CH:24][C:23]([O:8][S:1]([C:4]([F:7])([F:6])[F:5])(=[O:3])=[O:2])=[C:22]([N+:27]([O-:29])=[O:28])[CH:21]=1)([CH3:19])([CH3:17])[CH3:18].